From a dataset of Forward reaction prediction with 1.9M reactions from USPTO patents (1976-2016). Predict the product of the given reaction. Given the reactants [Cl:1][C:2]1[C:7]([CH2:8][C:9]2[CH:14]=[CH:13][C:12]([O:15][CH2:16][CH3:17])=[CH:11][CH:10]=2)=[CH:6][C:5]([C@H:18]2[C@H:23]([O:24][CH2:25][C:26]3[CH:31]=[CH:30][CH:29]=[CH:28][CH:27]=3)[C@@H:22]([O:32][CH2:33][C:34]3[CH:39]=[CH:38][CH:37]=[CH:36][CH:35]=3)[C@H:21]([O:40][CH2:41][C:42]3[CH:47]=[CH:46][CH:45]=[CH:44][CH:43]=3)[C@@H:20]([CH2:48][O:49][CH2:50][C:51]3[CH:56]=[CH:55][CH:54]=[CH:53][CH:52]=3)[O:19]2)=[CH:4][C:3]=1[OH:57].[Br:58]Br.[Cl-].[NH4+], predict the reaction product. The product is: [Br:58][C:4]1[C:5]([C@H:18]2[C@H:23]([O:24][CH2:25][C:26]3[CH:31]=[CH:30][CH:29]=[CH:28][CH:27]=3)[C@@H:22]([O:32][CH2:33][C:34]3[CH:39]=[CH:38][CH:37]=[CH:36][CH:35]=3)[C@H:21]([O:40][CH2:41][C:42]3[CH:43]=[CH:44][CH:45]=[CH:46][CH:47]=3)[C@@H:20]([CH2:48][O:49][CH2:50][C:51]3[CH:52]=[CH:53][CH:54]=[CH:55][CH:56]=3)[O:19]2)=[CH:6][C:7]([CH2:8][C:9]2[CH:14]=[CH:13][C:12]([O:15][CH2:16][CH3:17])=[CH:11][CH:10]=2)=[C:2]([Cl:1])[C:3]=1[OH:57].